From a dataset of PAMPA permeability data for FDA-approved drugs from NCATS. Regression/Classification. Given a drug SMILES string, predict its absorption, distribution, metabolism, or excretion properties. Task type varies by dataset: regression for continuous measurements (e.g., permeability, clearance, half-life) or binary classification for categorical outcomes (e.g., BBB penetration, CYP inhibition). Dataset: approved_pampa_ncats. (1) The compound is C1=CN=CC=C1C2=CNC(=O)C(=C2)N. The result is 1 (high permeability). (2) The compound is CC(C)C(CCCN(C)CCC1=CC(=C(C=C1)OC)OC)(C#N)C2=CC(=C(C=C2)OC)OC. The result is 0 (low-to-moderate permeability). (3) The molecule is Cc1oc(=O)oc1COC(=O)N1CC[C@@H](N2CC/C(=C\C3=C(C(=O)O)N4C(=O)[C@@H](NC(=O)/C(N=O)=C5\N=C(N)SN5)[C@H]4SC3)C2=O)C1. The result is 1 (high permeability). (4) The drug is C1C2N1C(=O)N=C2N. The result is 1 (high permeability).